The task is: Predict the product of the given reaction.. This data is from Forward reaction prediction with 1.9M reactions from USPTO patents (1976-2016). (1) Given the reactants [F:1][C:2]1[CH:3]=[C:4]([CH:8]=[CH:9][C:10]=1[CH3:11])[C:5]([OH:7])=[O:6].[I:12]N1C(=O)CCC1=O.S([O-])([O-])(=O)=S.[Na+].[Na+], predict the reaction product. The product is: [F:1][C:2]1[CH:3]=[C:4]([CH:8]=[C:9]([I:12])[C:10]=1[CH3:11])[C:5]([OH:7])=[O:6]. (2) Given the reactants Cl[C:2]1[CH:7]=[CH:6][C:5]([C:8]23[CH2:17][CH:12]4[CH2:13][CH:14]([CH2:16][C:10]([CH:18]([NH:20][CH:21]5[CH2:26][CH2:25][N:24]([CH3:27])[CH2:23][CH2:22]5)[CH3:19])([CH2:11]4)[CH2:9]2)[CH2:15]3)=[CH:4][CH:3]=1.ClC1C=CC(C23CC4CC(CC(C(NN5CCN(C)CC5)C)(C4)C2)C3)=CC=1.C1(C23CC4CC(CC(C(NCC5C=CN=CC=5)C)(C4)C2)C3)C=CC=CC=1.ClC1C=CC(C23CC4CC(CC(C(NCC5C=NC(Cl)=CC=5)C)(C4)C2)C3)=CC=1.ClC1C=CC(C23CC4CC(CC(C(NCCC5C=CN=CC=5)C)(C4)C2)C3)=CC=1.ClC1C=CC(C23CC4CC(CC(C(NCC5NC=NC=5)C)(C4)C2)C3)=CC=1.ClC1C=CC(C23CC4CC(CC(C(NC5C=C6C(=CC=5)NC(C)=C6)C)(C4)C2)C3)=CC=1.ClC1C=CC(C23CC4CC(CC(C(NC5C=CC6N(CC)C7C(C=6C=5)=CC=CC=7)C)(C4)C2)C3)=CC=1.ClC1C=CC(C23CC4CC(CC(C(NCC5C=CC6N(CC)C7C(C=6C=5)=CC=CC=7)C)(C4)C2)C3)=CC=1.ClC1C=CC(C23CC4CC(CC(C(NC(C5C=CC6N(CC)C7C(C=6C=5)=CC=CC=7)=O)C)(C4)C2)C3)=CC=1.ClC1C=CC(C23CC4CC(CC(C(NC(NC5C=CC(Cl)=C(C(F)(F)[F:332])C=5)=O)C)(C4)C2)C3)=CC=1.BrC1C=C(CNC(C23CC4CC(CC(C5C=CC(Cl)=CC=5)(C4)C2)C3)C)SC=1.ClC1C=CC(C23CC4CC(CC(C(NCC5SC=C(C6C=CC=CC=6)C=5)C)(C4)C2)C3)=CC=1, predict the reaction product. The product is: [F:332][C:2]1[CH:7]=[CH:6][C:5]([C:8]23[CH2:17][CH:12]4[CH2:13][CH:14]([CH2:16][C:10]([CH:18]([NH:20][CH:21]5[CH2:26][CH2:25][N:24]([CH3:27])[CH2:23][CH2:22]5)[CH3:19])([CH2:11]4)[CH2:9]2)[CH2:15]3)=[CH:4][CH:3]=1.